From a dataset of Full USPTO retrosynthesis dataset with 1.9M reactions from patents (1976-2016). Predict the reactants needed to synthesize the given product. (1) Given the product [CH3:26][C:27]1([CH3:43])[C:31]([CH3:33])([CH3:32])[O:30][B:29]([C:7]2[CH2:12][CH2:11][CH:10]([NH:13][C:14](=[O:15])[O:16][CH2:17][C:18]3[CH:23]=[CH:22][CH:21]=[CH:20][CH:19]=3)[CH2:9][CH:8]=2)[O:28]1, predict the reactants needed to synthesize it. The reactants are: FC(F)(F)S(O[C:7]1[CH2:12][CH2:11][CH:10]([NH:13][C:14]([O:16][CH2:17][C:18]2[CH:23]=[CH:22][CH:21]=[CH:20][CH:19]=2)=[O:15])[CH2:9][CH:8]=1)(=O)=O.[CH3:26][C:27]1([CH3:43])[C:31]([CH3:33])([CH3:32])[O:30][B:29]([B:29]2[O:30][C:31]([CH3:33])([CH3:32])[C:27]([CH3:43])([CH3:26])[O:28]2)[O:28]1.C(Cl)Cl.C([O-])(=O)C.[K+]. (2) Given the product [Br:14][C:11]1[CH:10]=[CH:9][C:8]([CH2:7][O:6][CH2:5][C@@H:4]([CH3:15])[CH2:3][OH:2])=[CH:13][CH:12]=1, predict the reactants needed to synthesize it. The reactants are: C[O:2][C:3](=O)[C@H:4]([CH3:15])[CH2:5][O:6][CH2:7][C:8]1[CH:13]=[CH:12][C:11]([Br:14])=[CH:10][CH:9]=1.[BH4-].[Li+].[NH4+].[Cl-]. (3) Given the product [Cl:15][C:16]1[CH:24]=[CH:23][CH:22]=[C:21]([C:25]([F:26])([F:27])[F:28])[C:17]=1[C:18]([N:4]1[C:5]2[C:10](=[CH:9][CH:8]=[C:7]([C:11]([O:13][CH3:14])=[O:12])[CH:6]=2)[C:2]([I:1])=[N:3]1)=[O:19], predict the reactants needed to synthesize it. The reactants are: [I:1][C:2]1[C:10]2[C:5](=[CH:6][C:7]([C:11]([O:13][CH3:14])=[O:12])=[CH:8][CH:9]=2)[NH:4][N:3]=1.[Cl:15][C:16]1[CH:24]=[CH:23][CH:22]=[C:21]([C:25]([F:28])([F:27])[F:26])[C:17]=1[C:18](Cl)=[O:19].CCN(CC)CC. (4) Given the product [CH3:1][S:2]([C:5]1[CH:6]=[CH:7][C:8](/[CH:11]=[CH:12]/[C:13]([N:32]2[C@@H:33]([C:36]3[CH:41]=[CH:40][CH:39]=[CH:38][CH:37]=3)[C@@H:34]([CH3:35])[N:30]([CH3:29])[C:31]2=[O:42])=[O:15])=[CH:9][CH:10]=1)(=[O:3])=[O:4], predict the reactants needed to synthesize it. The reactants are: [CH3:1][S:2]([C:5]1[CH:10]=[CH:9][C:8]([CH:11]=[CH:12][C:13]([OH:15])=O)=[CH:7][CH:6]=1)(=[O:4])=[O:3].S(Cl)(Cl)=O.CCN(C(C)C)C(C)C.[CH3:29][N:30]1[C@H:34]([CH3:35])[C@H:33]([C:36]2[CH:41]=[CH:40][CH:39]=[CH:38][CH:37]=2)[NH:32][C:31]1=[O:42]. (5) Given the product [CH:1]1([C:4]2[CH:25]=[N:24][C:7]3[O:8][CH2:9][CH2:10][N:11]([C:12]([C:14]4[CH:15]=[C:16]([Br:23])[C:17]([OH:21])=[C:18]([Br:20])[CH:19]=4)=[O:13])[C:6]=3[CH:5]=2)[CH2:2][CH2:3]1, predict the reactants needed to synthesize it. The reactants are: [CH:1]1([C:4]2[CH:25]=[N:24][C:7]3[O:8][CH2:9][CH2:10][N:11]([C:12]([C:14]4[CH:19]=[C:18]([Br:20])[C:17]([O:21]C)=[C:16]([Br:23])[CH:15]=4)=[O:13])[C:6]=3[CH:5]=2)[CH2:3][CH2:2]1.B(Br)(Br)Br.[OH-].[Na+]. (6) Given the product [CH3:16][NH:18][S:10]([C:5]1[CH:6]=[CH:7][CH:8]=[CH:9][C:4]=1[N+:1]([O-:3])=[O:2])(=[O:12])=[O:11], predict the reactants needed to synthesize it. The reactants are: [N+:1]([C:4]1[CH:9]=[CH:8][CH:7]=[CH:6][C:5]=1[S:10](Cl)(=[O:12])=[O:11])([O-:3])=[O:2].CN.[CH2:16]([N:18](CC)CC)C. (7) Given the product [CH2:1]([NH:8][C:30](=[O:31])[CH2:29][C:23]1[CH:28]=[CH:27][CH:26]=[CH:25][CH:24]=1)[CH2:2][CH2:3][CH2:4][CH2:5][CH2:6][CH3:7], predict the reactants needed to synthesize it. The reactants are: [CH2:1]([NH2:8])[CH2:2][CH2:3][CH2:4][CH2:5][CH2:6][CH3:7].C(N(C(C)C)C(C)C)C1C=CC=CC=1.[C:23]1([CH2:29][C:30](Cl)=[O:31])[CH:28]=[CH:27][CH:26]=[CH:25][CH:24]=1. (8) Given the product [CH3:1][C:2]1[N:3]=[C:4]([CH:7]([CH2:14][C:15]2[CH:16]=[CH:17][C:18]([O:21][CH2:22][C:23]3[CH:24]=[CH:25][CH:26]=[CH:27][CH:28]=3)=[CH:19][CH:20]=2)[CH2:8][C:9]([O:11][CH2:12][CH3:13])=[O:10])[S:5][CH:6]=1, predict the reactants needed to synthesize it. The reactants are: [CH3:1][C:2]1[N:3]=[C:4](/[C:7](/[CH2:14][C:15]2[CH:20]=[CH:19][C:18]([O:21][CH2:22][C:23]3[CH:28]=[CH:27][CH:26]=[CH:25][CH:24]=3)=[CH:17][CH:16]=2)=[CH:8]\[C:9]([O:11][CH2:12][CH3:13])=[O:10])[S:5][CH:6]=1.[Mg].Cl. (9) The reactants are: [I:1][C:2]1[CH:7]=[CH:6][C:5]([I:8])=[CH:4][C:3]=1[OH:9].Br[CH2:11][C:12]#[N:13].C(=O)([O-])[O-].[K+].[K+].O. Given the product [I:1][C:2]1[CH:7]=[CH:6][C:5]([I:8])=[CH:4][C:3]=1[O:9][CH2:11][C:12]#[N:13], predict the reactants needed to synthesize it. (10) Given the product [OH:45][CH:44]([C:41]1[CH:40]=[CH:39][CH:38]=[C:37]2[C:42]=1[CH:43]=[C:34]([O:33][CH3:32])[CH:35]=[N:36]2)[CH2:46][N:16]1[CH2:17][CH2:18][N:13]([CH2:12][CH2:11][C:9]2[CH:8]=[CH:7][C:6]3[O:1][CH2:2][C:3](=[O:4])[NH:25][C:5]=3[CH:10]=2)[CH2:14][CH2:15]1, predict the reactants needed to synthesize it. The reactants are: [O:1]1[C:6]2[CH:7]=[CH:8][C:9]([CH2:11][CH2:12][N:13]3[CH2:18][CH2:17][NH:16][CH2:15][CH2:14]3)=[CH:10][C:5]=2[O:4][CH2:3][CH2:2]1.O=C1[NH:25]C2C=C(C=O)C=CC=2OC1.[CH3:32][O:33][C:34]1[CH:35]=[N:36][C:37]2[C:42]([CH:43]=1)=[C:41]([CH:44]1[CH2:46][O:45]1)[CH:40]=[CH:39][CH:38]=2.O1C2C=CC(C(O)CN3CCNCC3)=CC=2OCC1.